The task is: Predict which catalyst facilitates the given reaction.. This data is from Catalyst prediction with 721,799 reactions and 888 catalyst types from USPTO. (1) Reactant: I[C:2]1[CH:3]=[C:4]2[C:9](=[N:10][CH:11]=1)[N:8]([CH2:12][CH:13]1[CH2:18][CH2:17][N:16]([CH3:19])[CH2:15][CH2:14]1)[CH:7]=[C:6]([C:20]([O:22]CC)=[O:21])[C:5]2=[O:25].[CH2:26]([NH:28][C:29](=[O:49])[NH:30][C:31]1[N:36]=[CH:35][C:34](B(O)O)=[C:33]([C:40]2[S:41][CH:42]=[C:43]([C:45]([F:48])([F:47])[F:46])[N:44]=2)[CH:32]=1)[CH3:27].C(=O)([O-])[O-].[Cs+].[Cs+].[OH-].[Li+]. Product: [CH2:26]([NH:28][C:29](=[O:49])[NH:30][C:31]1[N:36]=[CH:35][C:34]([C:2]2[CH:3]=[C:4]3[C:9](=[N:10][CH:11]=2)[N:8]([CH2:12][CH:13]2[CH2:18][CH2:17][N:16]([CH3:19])[CH2:15][CH2:14]2)[CH:7]=[C:6]([C:20]([OH:22])=[O:21])[C:5]3=[O:25])=[C:33]([C:40]2[S:41][CH:42]=[C:43]([C:45]([F:48])([F:47])[F:46])[N:44]=2)[CH:32]=1)[CH3:27]. The catalyst class is: 70. (2) Reactant: C([Si](C)(C)[O:6][CH2:7][CH2:8][O:9][C:10]1[C:15]([CH3:16])=[CH:14][C:13]([C:17]2[NH:18][C:19](=[O:29])[C:20]3[C:26]([CH3:27])=[CH:25][C:24]([CH3:28])=[N:23][C:21]=3[N:22]=2)=[CH:12][C:11]=1[CH3:30])(C)(C)C.CCCC[N+](CCCC)(CCCC)CCCC.[F-]. Product: [OH:6][CH2:7][CH2:8][O:9][C:10]1[C:11]([CH3:30])=[CH:12][C:13]([C:17]2[NH:18][C:19](=[O:29])[C:20]3[C:26]([CH3:27])=[CH:25][C:24]([CH3:28])=[N:23][C:21]=3[N:22]=2)=[CH:14][C:15]=1[CH3:16]. The catalyst class is: 1. (3) Reactant: CN(C)[CH:3]=[O:4].FC(F)(F)S(O[C:12]1[CH:13]([CH3:25])[CH2:14][N:15]([C:18]2[C:23]([CH3:24])=[CH:22][CH:21]=[CH:20][N:19]=2)[CH2:16][CH:17]=1)(=O)=O.C1(P(C2C=CC=CC=2)C2C=CC=CC=2)C=CC=CC=1.C(N(CC)CC)C.[CH3:54][OH:55]. Product: [CH3:25][CH:13]1[C:12]([C:54]([O:4][CH3:3])=[O:55])=[CH:17][CH2:16][N:15]([C:18]2[C:23]([CH3:24])=[CH:22][CH:21]=[CH:20][N:19]=2)[CH2:14]1. The catalyst class is: 167. (4) Reactant: [C:1]([O:5][C:6]([CH:8]1[CH2:13][CH2:12][N:11]([C:14]2[C:24]([C:25]#[N:26])=[CH:23][C:17]([C:18]([O:20][CH2:21][CH3:22])=[O:19])=[C:16](OS(C(F)(F)F)(=O)=O)[N:15]=2)[CH2:10][CH2:9]1)=[O:7])([CH3:4])([CH3:3])[CH3:2].C([CH:37]([SH:41])[C:38]([O-:40])=[O:39])C.[CH3:42][CH2:43]N(C(C)C)C(C)C. Product: [C:1]([O:5][C:6]([CH:8]1[CH2:9][CH2:10][N:11]([C:14]2[C:24]([C:25]#[N:26])=[CH:23][C:17]([C:18]([O:20][CH2:21][CH3:22])=[O:19])=[C:16]([S:41][CH2:37][C:38]([O:40][CH2:42][CH3:43])=[O:39])[N:15]=2)[CH2:12][CH2:13]1)=[O:7])([CH3:2])([CH3:3])[CH3:4]. The catalyst class is: 1. (5) The catalyst class is: 196. Reactant: [C:1]([CH2:4][CH2:5][C:6]1[C:7]([CH3:34])=[C:8](C(O)=O)[NH:9][C:10]=1[CH:11]=[C:12]1[C:20]2[C:15](=[CH:16][C:17]([C:21]3[CH:26]=[CH:25][CH:24]=[C:23]([O:27][CH2:28][CH3:29])[CH:22]=3)=[CH:18][CH:19]=2)[NH:14][C:13]1=[O:30])([OH:3])=[O:2].[OH-].[K+].O.Cl. Product: [CH2:28]([O:27][C:23]1[CH:22]=[C:21]([C:17]2[CH:16]=[C:15]3[C:20]([C:12](=[CH:11][C:10]4[NH:9][CH:8]=[C:7]([CH3:34])[C:6]=4[CH2:5][CH2:4][C:1]([OH:3])=[O:2])[C:13](=[O:30])[NH:14]3)=[CH:19][CH:18]=2)[CH:26]=[CH:25][CH:24]=1)[CH3:29]. (6) Reactant: [CH3:1][Mg]Br.[Cl-].[Li+].[CH3:6][O:7][C:8]1[CH:9]=[C:10]([NH:20][C:21]2[N:25]=[C:24]([N:26]3[CH2:29][CH2:28][CH:27]3[C:30]3[CH:35]=[CH:34][CH:33]=[CH:32][CH:31]=3)[N:23]([CH2:36][C:37](=[O:39])[CH3:38])[N:22]=2)[CH:11]=[CH:12][C:13]=1[N:14]1[CH:18]=[C:17]([CH3:19])[N:16]=[CH:15]1.[Cl-].[NH4+]. Product: [CH3:6][O:7][C:8]1[CH:9]=[C:10]([NH:20][C:21]2[N:25]=[C:24]([N:26]3[CH2:29][CH2:28][CH:27]3[C:30]3[CH:31]=[CH:32][CH:33]=[CH:34][CH:35]=3)[N:23]([CH2:36][C:37]([CH3:1])([OH:39])[CH3:38])[N:22]=2)[CH:11]=[CH:12][C:13]=1[N:14]1[CH:18]=[C:17]([CH3:19])[N:16]=[CH:15]1. The catalyst class is: 677. (7) Reactant: [ClH:1].[CH:2]1([NH:5][S:6]([C:9]2[CH:14]=[CH:13][C:12]([C:15]3[CH:20]=[CH:19][C:18]([CH2:21][C@H:22]([NH:36][C:37]([C@H:39]4[CH2:44][CH2:43][C@H:42]([CH2:45][NH:46]C(=O)OC(C)(C)C)[CH2:41][CH2:40]4)=[O:38])[C:23](=[O:35])[NH:24][C:25]4[CH:33]=[C:32]5[C:28]([C:29](=[O:34])[NH:30][NH:31]5)=[CH:27][CH:26]=4)=[CH:17][CH:16]=3)=[C:11]([CH3:54])[CH:10]=2)(=[O:8])=[O:7])[CH2:4][CH2:3]1.C(#N)C. Product: [ClH:1].[NH2:46][CH2:45][C@H:42]1[CH2:43][CH2:44][C@H:39]([C:37]([NH:36][C@@H:22]([CH2:21][C:18]2[CH:19]=[CH:20][C:15]([C:12]3[CH:13]=[CH:14][C:9]([S:6](=[O:7])(=[O:8])[NH:5][CH:2]4[CH2:3][CH2:4]4)=[CH:10][C:11]=3[CH3:54])=[CH:16][CH:17]=2)[C:23](=[O:35])[NH:24][C:25]2[CH:33]=[C:32]3[C:28]([C:29](=[O:34])[NH:30][NH:31]3)=[CH:27][CH:26]=2)=[O:38])[CH2:40][CH2:41]1. The catalyst class is: 346. (8) Reactant: [Li+].CC([N-]C(C)C)C.[Br:9][C:10]1[CH:11]=[N:12][CH:13]=[C:14]([F:16])[CH:15]=1.[Cl:17][CH2:18][CH2:19][CH2:20]I. Product: [Br:9][C:10]1[CH:11]=[N:12][CH:13]=[C:14]([F:16])[C:15]=1[CH2:20][CH2:19][CH2:18][Cl:17]. The catalyst class is: 1. (9) Reactant: Cl[CH2:2][CH2:3][C:4]1[C:9]([CH2:10][C:11]#[N:12])=[CH:8][CH:7]=[C:6]([O:13][CH3:14])[N:5]=1.[I-:15].[Na+]. Product: [I:15][CH2:2][CH2:3][C:4]1[C:9]([CH2:10][C:11]#[N:12])=[CH:8][CH:7]=[C:6]([O:13][CH3:14])[N:5]=1. The catalyst class is: 21.